From a dataset of Full USPTO retrosynthesis dataset with 1.9M reactions from patents (1976-2016). Predict the reactants needed to synthesize the given product. (1) Given the product [CH:6]1([C:4]([N:3]([CH2:9][C:10]2[CH:15]=[C:14]([N:16]3[CH:20]=[CH:19][CH:18]=[N:17]3)[CH:13]=[CH:12][C:11]=2[C:39]2[CH:40]=[C:35]([CH2:34][C:33]([OH:44])=[O:32])[CH:36]=[N:37][C:38]=2[O:42][CH3:43])[CH2:1][CH3:2])=[O:5])[CH2:7][CH2:8]1, predict the reactants needed to synthesize it. The reactants are: [CH2:1]([N:3]([CH2:9][C:10]1[CH:15]=[C:14]([N:16]2[CH:20]=[CH:19][CH:18]=[N:17]2)[CH:13]=[CH:12][C:11]=1B1OC(C)(C)C(C)(C)O1)[C:4]([CH:6]1[CH2:8][CH2:7]1)=[O:5])[CH3:2].C([O:32][C:33](=[O:44])[CH2:34][C:35]1[CH:36]=[N:37][C:38]([O:42][CH3:43])=[C:39](Br)[CH:40]=1)C. (2) Given the product [CH3:25][C:26]([CH3:30])([CH3:29])[C:27]#[C:28][C:12]([C:15]1[N:16]=[C:17]([C:21]([O:23][CH3:24])=[O:22])[CH:18]=[CH:19][CH:20]=1)=[O:14], predict the reactants needed to synthesize it. The reactants are: S(Cl)(Cl)=O.C1(C)C=CC=CC=1.[C:12]([C:15]1[CH:20]=[CH:19][CH:18]=[C:17]([C:21]([O:23][CH3:24])=[O:22])[N:16]=1)([OH:14])=O.[CH3:25][C:26]([CH3:30])([CH3:29])[C:27]#[CH:28]. (3) Given the product [NH:1]1[C:9]2[C:4](=[CH:5][C:6]([NH:10][CH:11]3[CH2:16][CH2:15][CH:14]([NH:18][CH:19]([CH3:20])[C:21]([CH3:24])([CH3:23])[CH3:22])[CH2:13][CH2:12]3)=[CH:7][CH:8]=2)[CH:3]=[N:2]1, predict the reactants needed to synthesize it. The reactants are: [NH:1]1[C:9]2[C:4](=[CH:5][C:6]([NH:10][CH:11]3[CH2:16][CH2:15][C:14](=O)[CH2:13][CH2:12]3)=[CH:7][CH:8]=2)[CH:3]=[N:2]1.[NH2:18][CH:19]([C:21]([CH3:24])([CH3:23])[CH3:22])[CH3:20].C(O[BH-](OC(=O)C)OC(=O)C)(=O)C.[Na+].Cl.CO. (4) Given the product [I:1][C:2]1[C:10]2[C:5](=[N:6][CH:7]=[C:8]([C:11]3[CH:12]=[C:13]([CH:18]=[CH:19][CH:20]=3)[C:14]([OH:16])=[O:15])[CH:9]=2)[N:4]([CH2:30][O:29][CH2:28][CH2:27][Si:24]([CH3:26])([CH3:25])[CH3:23])[N:3]=1, predict the reactants needed to synthesize it. The reactants are: [I:1][C:2]1[C:10]2[C:5](=[N:6][CH:7]=[C:8]([C:11]3[CH:12]=[C:13]([CH:18]=[CH:19][CH:20]=3)[C:14]([O:16]C)=[O:15])[CH:9]=2)[NH:4][N:3]=1.[H-].[Na+].[CH3:23][Si:24]([CH2:27][CH2:28][O:29][CH2:30]Cl)([CH3:26])[CH3:25]. (5) Given the product [CH2:17]([O:10][C:9](=[O:11])[C:8]1[CH:12]=[C:4]([C:1](=[O:3])[CH3:2])[CH:5]=[CH:6][C:7]=1[O:13][CH2:15][CH3:16])[CH3:18], predict the reactants needed to synthesize it. The reactants are: [C:1]([C:4]1[CH:5]=[CH:6][C:7]([OH:13])=[C:8]([CH:12]=1)[C:9]([OH:11])=[O:10])(=[O:3])[CH3:2].I[CH2:15][CH3:16].[CH3:17][CH2:18]N(C(C)C)C(C)C.